Dataset: Forward reaction prediction with 1.9M reactions from USPTO patents (1976-2016). Task: Predict the product of the given reaction. (1) Given the reactants [Br:1][C:2]1[CH:3]=[C:4]2[C:8](=[C:9]([F:11])[CH:10]=1)[NH:7][C:6]([CH2:12][CH2:13][C:14]([OH:16])=[O:15])=[CH:5]2.S(Cl)(Cl)=O.[CH2:21](O)[CH3:22], predict the reaction product. The product is: [Br:1][C:2]1[CH:3]=[C:4]2[C:8](=[C:9]([F:11])[CH:10]=1)[NH:7][C:6]([CH2:12][CH2:13][C:14]([O:16][CH2:21][CH3:22])=[O:15])=[CH:5]2. (2) Given the reactants [CH3:1][C:2]1[CH:7]=[CH:6][N:5]=[C:4]([N:8]2[C:16]3[CH:15]=[CH:14][N:13]=[CH:12][C:11]=3[N:10]=[N:9]2)[CH:3]=1.[CH3:17]C1C(N2C3C=CN=CC=3N=N2)=NC=C(C)C=1.[Cl:34][C:35]1[C:36]([CH3:44])=[C:37]([CH:41]=[CH:42][CH:43]=1)[C:38](Cl)=[O:39].ClC1C(C(F)(F)F)=CC=CC=1C(Cl)=O, predict the reaction product. The product is: [Cl:34][C:35]1[C:36]([CH3:44])=[C:37]([C:38]([N:13]2[CH2:14][CH2:15][C:16]3[N:8]([C:4]4[CH:3]=[C:2]([CH3:1])[CH:7]=[CH:6][N:5]=4)[N:9]=[N:10][C:11]=3[CH:12]2[CH3:17])=[O:39])[CH:41]=[CH:42][CH:43]=1. (3) Given the reactants [CH2:1]([O:3][C:4]1[CH:9]=[CH:8][C:7](C2CCC(C=O)CC2)=[C:6]([F:18])[C:5]=1[F:19])[CH3:2].C[C:21](C)=[O:22].CC(C)=[O:26].OS(O)(=O)=O.O=[Cr](=O)=O.C1(C)C=CC=CC=1, predict the reaction product. The product is: [CH2:1]([O:3][C:4]1([C:21]([OH:22])=[O:26])[CH2:9][CH2:8][CH2:7][C@@H:6]([F:18])[C@@H:5]1[F:19])[CH3:2]. (4) The product is: [Br:1][C:2]1[CH:3]=[C:4]([F:12])[C:5]([C:6]([O:8][CH3:13])=[O:7])=[C:9]([F:11])[CH:10]=1. Given the reactants [Br:1][C:2]1[CH:10]=[C:9]([F:11])[C:5]([C:6]([OH:8])=[O:7])=[C:4]([F:12])[CH:3]=1.[CH3:13][Si](C=[N+]=[N-])(C)C, predict the reaction product.